Dataset: Forward reaction prediction with 1.9M reactions from USPTO patents (1976-2016). Task: Predict the product of the given reaction. (1) Given the reactants Cl[C:2]1[CH:3]=[C:4]2[N:11]([CH3:12])[C@H:10]([CH3:13])[CH2:9][N:5]2[C:6](=[O:8])[N:7]=1.[F:14][C:15]1[CH:16]=[C:17]([CH2:32][OH:33])[CH:18]=[CH:19][C:20]=1[O:21][C:22]1[CH:27]=[CH:26][N:25]=[C:24]([C:28]([F:31])([F:30])[F:29])[CH:23]=1, predict the reaction product. The product is: [F:14][C:15]1[CH:16]=[C:17]([CH:18]=[CH:19][C:20]=1[O:21][C:22]1[CH:27]=[CH:26][N:25]=[C:24]([C:28]([F:31])([F:29])[F:30])[CH:23]=1)[CH2:32][O:33][C:2]1[CH:3]=[C:4]2[N:11]([CH3:12])[C@H:10]([CH3:13])[CH2:9][N:5]2[C:6](=[O:8])[N:7]=1. (2) Given the reactants [NH3:1].CO.C([O:6][C:7]([C:9]1[CH:14]=[C:13]([Cl:15])[CH:12]=[C:11]([C:16]2[CH:21]=[CH:20][CH:19]=[C:18]([O:22][C:23]3[CH:28]=[CH:27][C:26]([F:29])=[CH:25][CH:24]=3)[CH:17]=2)[N:10]=1)=O)C, predict the reaction product. The product is: [Cl:15][C:13]1[CH:12]=[C:11]([C:16]2[CH:21]=[CH:20][CH:19]=[C:18]([O:22][C:23]3[CH:28]=[CH:27][C:26]([F:29])=[CH:25][CH:24]=3)[CH:17]=2)[N:10]=[C:9]([C:7]([NH2:1])=[O:6])[CH:14]=1. (3) Given the reactants [CH3:1][C@@H:2]([CH2:13][CH3:14])[CH2:3][CH2:4][C@H:5]1[O:9]C(=O)[O:7][C:6]1([CH3:12])[CH3:11].[CH3:15][OH:16], predict the reaction product. The product is: [CH3:13][C:2]([CH3:1])=[CH:3][CH2:4][C@:5]([OH:9])([CH:6]=[CH2:12])[CH3:15].[CH3:11][C:6]([OH:7])([C@H:5]([OH:9])[CH2:4][CH2:3][C@@:2]([CH3:1])([OH:16])[CH:13]=[CH2:14])[CH3:12]. (4) Given the reactants [Cl:1][C:2]1[CH:3]=[CH:4][C:5]2[O:10][CH2:9][CH:8]([CH2:11][O:12][S:13]([C:16]3[CH:21]=[CH:20][C:19]([CH3:22])=[CH:18][CH:17]=3)(=[O:15])=[O:14])[O:7][C:6]=2[C:23]=1[C:24]1[CH:29]=[CH:28][CH:27]=[CH:26][C:25]=1Cl.[CH2:31](OC1C(OC[C@H]2CO2)=CC=C(Cl)C=1C1C=CC=CC=1C)C1C=CC=CC=1, predict the reaction product. The product is: [CH3:22][C:19]1[CH:20]=[CH:21][C:16]([S:13]([O:12][CH2:11][C@@H:8]2[O:7][C:6]3[C:23]([C:24]4[CH:29]=[CH:28][CH:27]=[CH:26][C:25]=4[CH3:31])=[C:2]([Cl:1])[CH:3]=[CH:4][C:5]=3[O:10][CH2:9]2)(=[O:15])=[O:14])=[CH:17][CH:18]=1. (5) Given the reactants [Br:1][C:2]1[CH:3]=[N:4][CH:5]=[C:6]([C:12]=1[CH3:13])[C:7]([NH:9][CH2:10][CH3:11])=[O:8].[C:14]([O:18][C:19](O[C:19]([O:18][C:14]([CH3:17])([CH3:16])[CH3:15])=[O:20])=[O:20])([CH3:17])([CH3:16])[CH3:15], predict the reaction product. The product is: [C:19]([N:9]([CH2:10][CH3:11])[C:7](=[O:8])[C:6]1[C:12]([CH3:13])=[C:2]([Br:1])[CH:3]=[N:4][CH:5]=1)([O:18][C:14]([CH3:17])([CH3:16])[CH3:15])=[O:20]. (6) Given the reactants [Br:1][C:2]1[CH:3]=[CH:4][CH:5]=[C:6]2[C:10]=1[NH:9][N:8]=[C:7]2[C:11]([NH2:13])=[O:12].Br[CH2:15][C:16]([O:18][C:19]([CH3:22])([CH3:21])[CH3:20])=[O:17].C(=O)([O-])[O-].[K+].[K+], predict the reaction product. The product is: [Br:1][C:2]1[CH:3]=[CH:4][CH:5]=[C:6]2[C:10]=1[N:9]([CH2:15][C:16]([O:18][C:19]([CH3:22])([CH3:21])[CH3:20])=[O:17])[N:8]=[C:7]2[C:11](=[O:12])[NH2:13]. (7) The product is: [NH2:33][C:29]1[N:30]=[C:31]([CH3:32])[C:26]([CH2:25][NH:24][C:16](=[O:18])[C:15]2[CH:19]=[CH:20][N:21]=[C:13]([CH2:12][C:8]3[CH:9]=[C:10]4[C:5](=[CH:6][CH:7]=3)[N:4]=[CH:3][C:2]([CH3:1])=[CH:11]4)[CH:14]=2)=[C:27]([CH3:34])[CH:28]=1. Given the reactants [CH3:1][C:2]1[CH:3]=[N:4][C:5]2[C:10]([CH:11]=1)=[CH:9][C:8]([CH2:12][C:13]1[CH:14]=[C:15]([CH:19]=[CH:20][N:21]=1)[C:16]([OH:18])=O)=[CH:7][CH:6]=2.Cl.Cl.[NH2:24][CH2:25][C:26]1[C:27]([CH3:34])=[CH:28][C:29]([NH2:33])=[N:30][C:31]=1[CH3:32].CCN=C=NCCCN(C)C.C1C=CC2N(O)N=NC=2C=1, predict the reaction product.